From a dataset of Full USPTO retrosynthesis dataset with 1.9M reactions from patents (1976-2016). Predict the reactants needed to synthesize the given product. (1) Given the product [OH:12][CH:11]([C:13]1[CH:14]=[CH:15][C:16]([NH:19][C:20]([C:22]2[C:23]([C:28]3[CH:29]=[CH:30][C:31]([C:34]([F:37])([F:35])[F:36])=[CH:32][CH:33]=3)=[CH:24][CH:25]=[CH:26][CH:27]=2)=[O:21])=[CH:17][CH:18]=1)/[CH:10]=[CH:9]/[C:4]1[CH:5]=[CH:6][CH:7]=[CH:8][N:3]=1, predict the reactants needed to synthesize it. The reactants are: [BH4-].[Na+].[N:3]1[CH:8]=[CH:7][CH:6]=[CH:5][C:4]=1/[CH:9]=[CH:10]/[C:11]([C:13]1[CH:18]=[CH:17][C:16]([NH:19][C:20]([C:22]2[C:23]([C:28]3[CH:33]=[CH:32][C:31]([C:34]([F:37])([F:36])[F:35])=[CH:30][CH:29]=3)=[CH:24][CH:25]=[CH:26][CH:27]=2)=[O:21])=[CH:15][CH:14]=1)=[O:12]. (2) Given the product [CH3:1][O:2][CH2:3][CH2:4][C:5]1[CH:6]=[N:7][N:8]([CH3:10])[C:9]=1[B:26]1[O:30][C:29]([CH3:32])([CH3:31])[C:28]([CH3:34])([CH3:33])[O:27]1, predict the reactants needed to synthesize it. The reactants are: [CH3:1][O:2][CH2:3][CH2:4][C:5]1[CH:6]=[N:7][N:8]([CH3:10])[CH:9]=1.C([Li])CCC.CCCCCC.C(O[B:26]1[O:30][C:29]([CH3:32])([CH3:31])[C:28]([CH3:34])([CH3:33])[O:27]1)(C)C. (3) Given the product [NH2:1][C:2]1[N:3]=[CH:4][C:5]2[S:10][C:9](=[O:11])[N:8]([C@@H:32]3[O:44][C@H:43]([CH2:45][O:46][C:47](=[O:49])[CH3:48])[C@@H:38]([O:39][C:40](=[O:42])[CH3:41])[C@H:33]3[O:34][C:35](=[O:37])[CH3:36])[C:6]=2[N:7]=1, predict the reactants needed to synthesize it. The reactants are: [NH2:1][C:2]1[N:3]=[CH:4][C:5]2[S:10][C:9](=[O:11])[NH:8][C:6]=2[N:7]=1.C(O)(=O)C.C(O)(=O)C.C(O)(=O)C.C(O)(=O)C.C(O[C@@H:32]1[O:44][C@H:43]([CH2:45][O:46][C:47](=[O:49])[CH3:48])[C@@H:38]([O:39][C:40](=[O:42])[CH3:41])[C@H:33]1[O:34][C:35](=[O:37])[CH3:36])(=O)C. (4) Given the product [C:14]([O-:17])(=[O:16])[CH3:15].[CH3:1][C:2]1[C:3]([F:13])=[C:4]([F:12])[C:5]([CH2:6][NH3+:7])=[C:8]([F:11])[C:9]=1[F:10], predict the reactants needed to synthesize it. The reactants are: [CH3:1][C:2]1[C:9]([F:10])=[C:8]([F:11])[C:5]([C:6]#[N:7])=[C:4]([F:12])[C:3]=1[F:13].[C:14]([OH:17])(=[O:16])[CH3:15].[H][H]. (5) Given the product [CH3:1][O:2][C:3]([C:5]1[S:9][C:8]2[CH:10]=[C:11]([C:29]3[CH:30]=[CH:31][C:26]([C:24]#[N:25])=[CH:27][CH:28]=3)[CH:12]=[CH:13][C:7]=2[C:6]=1[O:15][CH2:16][C:17]([O:19][C:20]([CH3:23])([CH3:22])[CH3:21])=[O:18])=[O:4], predict the reactants needed to synthesize it. The reactants are: [CH3:1][O:2][C:3]([C:5]1[S:9][C:8]2[CH:10]=[C:11](Cl)[CH:12]=[CH:13][C:7]=2[C:6]=1[O:15][CH2:16][C:17]([O:19][C:20]([CH3:23])([CH3:22])[CH3:21])=[O:18])=[O:4].[C:24]([C:26]1[CH:31]=[CH:30][C:29](B(O)O)=[CH:28][CH:27]=1)#[N:25].[F-].[K+]. (6) Given the product [NH2:1][C:2]1[C:10]([O:11][CH3:12])=[CH:9][C:8]([CH3:17])=[C:4]([CH:3]=1)[C:5]([NH2:7])=[O:6], predict the reactants needed to synthesize it. The reactants are: [NH2:1][C:2]1[CH:3]=[C:4]([CH:8]=[CH:9][C:10]=1[O:11][C:12](F)(F)F)[C:5]([NH2:7])=[O:6].N(C1C=C(C=CC=1OC(F)(F)F)C(N)=O)=[C:17]=S. (7) Given the product [F:1][C:2]1[CH:3]=[CH:4][CH:5]=[C:6]2[C:11]=1[N:10]=[C:9]([CH2:12][NH2:13])[C:8]([C:24]1[CH:29]=[CH:28][CH:27]=[CH:26][N:25]=1)=[CH:7]2, predict the reactants needed to synthesize it. The reactants are: [F:1][C:2]1[CH:3]=[CH:4][CH:5]=[C:6]2[C:11]=1[N:10]=[C:9]([CH2:12][N:13]1C(=O)C3C(=CC=CC=3)C1=O)[C:8]([C:24]1[CH:29]=[CH:28][CH:27]=[CH:26][N:25]=1)=[CH:7]2.CCO.O.NN. (8) The reactants are: [NH2:1][C:2]1[N:7]=[CH:6][C:5]([S:8](Cl)(=[O:10])=[O:9])=[CH:4][CH:3]=1.[NH2:12][C:13]1[C:14]([F:23])=[CH:15][C:16]2[CH2:20][O:19][B:18]([OH:21])[C:17]=2[CH:22]=1.N1C=CC=CC=1. Given the product [NH2:1][C:2]1[N:7]=[CH:6][C:5]([S:8]([NH:12][C:13]2[C:14]([F:23])=[CH:15][C:16]3[CH2:20][O:19][B:18]([OH:21])[C:17]=3[CH:22]=2)(=[O:10])=[O:9])=[CH:4][CH:3]=1, predict the reactants needed to synthesize it.